This data is from Full USPTO retrosynthesis dataset with 1.9M reactions from patents (1976-2016). The task is: Predict the reactants needed to synthesize the given product. (1) Given the product [OH:32][C:5]1[C:6]([C@@H:14]2[CH2:19][CH2:18][N:17]([C:20]3[CH:21]=[CH:22][C:23]([O:26][CH3:27])=[CH:24][CH:25]=3)[CH2:16][C@H:15]2[OH:28])=[C:7]([O:12][CH3:13])[CH:8]=[C:9]([O:10][CH3:11])[C:4]=1[C:1](=[O:3])[CH3:2], predict the reactants needed to synthesize it. The reactants are: [C:1]([C:4]1[C:5]([OH:32])=[C:6]([C@@H:14]2[CH2:19][CH2:18][N:17]([C:20]3[CH:25]=[CH:24][C:23]([O:26][CH3:27])=[CH:22][CH:21]=3)[CH2:16][C@H:15]2[O:28]C(=O)C)[C:7]([O:12][CH3:13])=[CH:8][C:9]=1[O:10][CH3:11])(=[O:3])[CH3:2].[OH-].[Na+]. (2) Given the product [N:1]1([CH2:6][CH2:7][CH2:8][CH2:9][C:10]2[N:15]=[CH:14][C:13]([OH:19])=[CH:12][N:11]=2)[CH:5]=[CH:4][N:3]=[N:2]1, predict the reactants needed to synthesize it. The reactants are: [N:1]1([CH2:6][CH2:7][CH2:8][CH2:9][C:10]2[N:15]=[CH:14][C:13](B(O)O)=[CH:12][N:11]=2)[CH:5]=[CH:4][N:3]=[N:2]1.[OH2:19].OO. (3) Given the product [CH3:1][O:2][C:3](=[O:18])[C:4]1[CH:13]=[C:12]([O:14][CH2:15][CH:16]=[CH2:17])[CH:11]=[C:6]([C:7]([OH:9])=[O:8])[CH:5]=1, predict the reactants needed to synthesize it. The reactants are: [CH3:1][O:2][C:3](=[O:18])[C:4]1[CH:13]=[C:12]([O:14][CH2:15][CH:16]=[CH2:17])[CH:11]=[C:6]([C:7]([O:9]C)=[O:8])[CH:5]=1.[OH-].[Na+]. (4) The reactants are: [F:1][C:2]1[CH:10]=[C:9]2[C:5]([C:6]([C:12]3[N:13]=[C:14]4[C:20]([C:21]([NH:23][C:24]([CH3:36])([CH3:35])[CH2:25][CH2:26][NH:27]C(=O)OC(C)(C)C)=[O:22])=[CH:19][NH:18][C:15]4=[N:16][CH:17]=3)=[N:7][N:8]2[CH3:11])=[CH:4][CH:3]=1.[F:37][C:38]([F:43])([F:42])[C:39]([OH:41])=[O:40]. Given the product [F:37][C:38]([F:43])([F:42])[C:39]([OH:41])=[O:40].[NH2:27][CH2:26][CH2:25][C:24]([NH:23][C:21]([C:20]1[C:14]2[C:15](=[N:16][CH:17]=[C:12]([C:6]3[C:5]4[C:9](=[CH:10][C:2]([F:1])=[CH:3][CH:4]=4)[N:8]([CH3:11])[N:7]=3)[N:13]=2)[NH:18][CH:19]=1)=[O:22])([CH3:35])[CH3:36], predict the reactants needed to synthesize it.